Regression. Given a peptide amino acid sequence and an MHC pseudo amino acid sequence, predict their binding affinity value. This is MHC class I binding data. From a dataset of Peptide-MHC class I binding affinity with 185,985 pairs from IEDB/IMGT. (1) The binding affinity (normalized) is 0.591. The MHC is HLA-B07:02 with pseudo-sequence HLA-B07:02. The peptide sequence is IPTAMAFHL. (2) The peptide sequence is PSIATNLEY. The MHC is HLA-B15:01 with pseudo-sequence HLA-B15:01. The binding affinity (normalized) is 0.0125. (3) The peptide sequence is NAQQFANVI. The MHC is HLA-A02:01 with pseudo-sequence HLA-A02:01. The binding affinity (normalized) is 0. (4) The peptide sequence is HSNIEEVAL. The MHC is HLA-A33:01 with pseudo-sequence HLA-A33:01. The binding affinity (normalized) is 0. (5) The peptide sequence is ATNDGLIKK. The MHC is HLA-A26:01 with pseudo-sequence HLA-A26:01. The binding affinity (normalized) is 0.0847. (6) The peptide sequence is KYFVRSTEK. The MHC is HLA-B08:03 with pseudo-sequence HLA-B08:03. The binding affinity (normalized) is 0.0847.